Predict the reaction yield, written as a fraction of the theoretical maximum amount of product (1.0 means a 100% yield; for example, 0.34 means a 34% yield). From a dataset of Reaction yield outcomes from USPTO patents with 853,638 reactions. (1) The reactants are N[C@@](C1C=CC2C(=CC=C(O[C@H]3CC[C@H](C(C)(C)C)CC3)C=2C2C=CC(OC(F)(F)F)=CC=2)C=1)(C)CO.[C:38]([C@H:42]1[CH2:47][CH2:46][C@H:45]([O:48][C:49]2[C:50]([Cl:66])=[C:51]3[C:56](=[CH:57][CH:58]=2)[CH:55]=[C:54]([C@:59]2([CH3:65])[CH2:63][O:62]C(=O)[NH:60]2)[CH:53]=[CH:52]3)[CH2:44][CH2:43]1)([CH3:41])([CH3:40])[CH3:39]. No catalyst specified. The product is [NH2:60][C@@:59]([C:54]1[CH:53]=[CH:52][C:51]2[C:56](=[CH:57][CH:58]=[C:49]([O:48][C@H:45]3[CH2:44][CH2:43][C@H:42]([C:38]([CH3:41])([CH3:40])[CH3:39])[CH2:47][CH2:46]3)[C:50]=2[Cl:66])[CH:55]=1)([CH3:65])[CH2:63][OH:62]. The yield is 0.390. (2) The reactants are [C:1]([O:5][C:6](=[O:22])[CH2:7][C:8](=[O:21])[CH2:9][CH:10]([OH:20])[CH2:11][CH2:12][C:13]1[CH:18]=[CH:17][CH:16]=[C:15]([F:19])[CH:14]=1)([CH3:4])([CH3:3])[CH3:2].[BH4-].[Na+].Cl.[CH2:26]1COC[CH2:27]1. No catalyst specified. The product is [C:1]([O:5][C:6](=[O:22])[CH2:7][C:8]([CH2:26][CH3:27])([OH:21])[CH2:9][CH:10]([OH:20])[CH2:11][CH2:12][C:13]1[CH:18]=[CH:17][CH:16]=[C:15]([F:19])[CH:14]=1)([CH3:4])([CH3:2])[CH3:3]. The yield is 0.990. (3) The reactants are [C:1]([O:5][C:6]([N:8]1[CH2:11][CH:10]([O:12][C:13]2[CH:14]=[C:15]3[C:24](=[CH:25][C:26]=2Br)[O:23][CH2:22][C:21]2[N:16]3[CH:17]([CH3:29])[C:18](=[O:28])[NH:19][N:20]=2)[CH2:9]1)=[O:7])([CH3:4])([CH3:3])[CH3:2].[C:30](B(O)O)([CH3:32])=[CH2:31].C([O-])([O-])=O.[K+].[K+].C(Cl)Cl. The catalyst is O1CCOCC1.O.C1C=CC(P(C2C=CC=CC=2)[C-]2C=CC=C2)=CC=1.C1C=CC(P(C2C=CC=CC=2)[C-]2C=CC=C2)=CC=1.Cl[Pd]Cl.[Fe+2]. The product is [C:1]([O:5][C:6]([N:8]1[CH2:11][CH:10]([O:12][C:13]2[CH:14]=[C:15]3[C:24](=[CH:25][C:26]=2[C:30]([CH3:32])=[CH2:31])[O:23][CH2:22][C:21]2[N:16]3[CH:17]([CH3:29])[C:18](=[O:28])[NH:19][N:20]=2)[CH2:9]1)=[O:7])([CH3:4])([CH3:3])[CH3:2]. The yield is 0.330. (4) The reactants are [C:1]1([CH2:7][CH2:8][CH2:9][CH2:10][CH2:11][CH2:12][C:13]([C:15]2[O:16][C:17]([C:20]3[CH:21]=[C:22]([CH:27]=[CH:28][CH:29]=3)[C:23]([O:25]C)=[O:24])=[CH:18][N:19]=2)=[O:14])[CH:6]=[CH:5][CH:4]=[CH:3][CH:2]=1. The catalyst is CCOC(C)=O. The product is [C:1]1([CH2:7][CH2:8][CH2:9][CH2:10][CH2:11][CH2:12][C:13]([C:15]2[O:16][C:17]([C:20]3[CH:21]=[C:22]([CH:27]=[CH:28][CH:29]=3)[C:23]([OH:25])=[O:24])=[CH:18][N:19]=2)=[O:14])[CH:6]=[CH:5][CH:4]=[CH:3][CH:2]=1. The yield is 0.790.